Task: Predict which catalyst facilitates the given reaction.. Dataset: Catalyst prediction with 721,799 reactions and 888 catalyst types from USPTO (1) Reactant: [F:1][C:2]1[CH:3]=[C:4]([C@H:9]([NH:18][C:19]2[NH:20][C:21](=[O:29])[N:22]([CH:26]([CH3:28])[CH3:27])[C:23](=[O:25])[CH:24]=2)[CH2:10][C:11]([O:13]C(C)(C)C)=[O:12])[CH:5]=[CH:6][C:7]=1[F:8].FC(F)(F)C(O)=O. Product: [F:1][C:2]1[CH:3]=[C:4]([C@H:9]([NH:18][C:19]2[NH:20][C:21](=[O:29])[N:22]([CH:26]([CH3:27])[CH3:28])[C:23](=[O:25])[CH:24]=2)[CH2:10][C:11]([OH:13])=[O:12])[CH:5]=[CH:6][C:7]=1[F:8]. The catalyst class is: 2. (2) The catalyst class is: 36. Reactant: COC(=O)[O:4][CH2:5][C:6]1[CH:11]=[CH:10][CH:9]=[C:8]([NH:12][C:13](=[O:40])[CH2:14][N:15]2[N:21]=[C:20]([CH:22]3[CH2:27][CH2:26][CH2:25][CH2:24][CH2:23]3)[C:19]3[CH:28]=[CH:29][CH:30]=[CH:31][C:18]=3[N:17]([CH2:32][C:33](=[O:38])[C:34]([CH3:37])([CH3:36])[CH3:35])[C:16]2=[O:39])[CH:7]=1.C([O-])([O-])=O.[K+].[K+]. Product: [CH:22]1([C:20]2[C:19]3[CH:28]=[CH:29][CH:30]=[CH:31][C:18]=3[N:17]([CH2:32][C:33](=[O:38])[C:34]([CH3:37])([CH3:36])[CH3:35])[C:16](=[O:39])[N:15]([CH2:14][C:13]([NH:12][C:8]3[CH:9]=[CH:10][CH:11]=[C:6]([CH2:5][OH:4])[CH:7]=3)=[O:40])[N:21]=2)[CH2:23][CH2:24][CH2:25][CH2:26][CH2:27]1. (3) Reactant: [N:1]1([CH2:6][CH2:7][CH2:8][NH2:9])[CH:5]=[CH:4][N:3]=[CH:2]1.[CH3:10][C:11]1[CH:18]=[CH:17][C:14]([CH:15]=O)=[CH:13][CH:12]=1.C([O:21][C:22](=O)[C:23](=[O:34])[CH2:24][C:25]1[C:33]2[C:28](=[CH:29][CH:30]=[CH:31][CH:32]=2)[NH:27][CH:26]=1)C. Product: [OH:34][C:23]1[C:22](=[O:21])[N:9]([CH2:8][CH2:7][CH2:6][N:1]2[CH:5]=[CH:4][N:3]=[CH:2]2)[CH:15]([C:14]2[CH:17]=[CH:18][C:11]([CH3:10])=[CH:12][CH:13]=2)[C:24]=1[C:25]1[C:33]2[C:28](=[CH:29][CH:30]=[CH:31][CH:32]=2)[NH:27][CH:26]=1. The catalyst class is: 8. (4) Reactant: [CH2:1]1[C:9]2[C:4](=[CH:5][C:6]([C:10](=[O:16])[C:11](OCC)=[O:12])=[CH:7][CH:8]=2)[CH2:3][CH2:2]1.[BH4-].[Na+].C(O)C. Product: [CH2:1]1[C:9]2[C:4](=[CH:5][C:6]([CH:10]([OH:16])[CH2:11][OH:12])=[CH:7][CH:8]=2)[CH2:3][CH2:2]1. The catalyst class is: 6. (5) Reactant: C(OC([N:8]1[C:12]2=[N:13][CH:14]=[CH:15][CH:16]=[C:11]2[C:10]([CH2:17][C:18]2[N:19]=[N:20][C:21]([NH:24][CH2:25][C:26]3[CH:31]=[CH:30][C:29]([Cl:32])=[CH:28][CH:27]=3)=[CH:22][CH:23]=2)=[CH:9]1)=O)(C)(C)C.FC(F)(F)C(O)=O. Product: [Cl:32][C:29]1[CH:30]=[CH:31][C:26]([CH2:25][NH:24][C:21]2[N:20]=[N:19][C:18]([CH2:17][C:10]3[C:11]4[C:12](=[N:13][CH:14]=[CH:15][CH:16]=4)[NH:8][CH:9]=3)=[CH:23][CH:22]=2)=[CH:27][CH:28]=1. The catalyst class is: 4. (6) Reactant: [CH:1]([C:3]1[CH:17]=[CH:16][C:6]([C:7]([O:9][CH2:10][CH2:11][CH2:12][CH2:13][CH2:14][CH3:15])=[O:8])=[CH:5][CH:4]=1)=O.[NH:18]1[CH2:21][CH:20]([C:22]([OH:24])=[O:23])[CH2:19]1.CC(O)=O.C([BH3-])#N.[Na+]. Product: [CH2:10]([O:9][C:7]([C:6]1[CH:16]=[CH:17][C:3]([CH2:1][N:18]2[CH2:21][CH:20]([C:22]([OH:24])=[O:23])[CH2:19]2)=[CH:4][CH:5]=1)=[O:8])[CH2:11][CH2:12][CH2:13][CH2:14][CH3:15]. The catalyst class is: 5. (7) Reactant: [F:1][C:2]1[CH:33]=[CH:32][C:5]([CH2:6][N:7]2[C:15]3[C:10](=[CH:11][CH:12]=[CH:13][CH:14]=3)[C:9]3[C:16]([C:25]4[CH:30]=[CH:29][C:28]([CH3:31])=[CH:27][CH:26]=4)=[C:17]([CH2:22][C:23]#N)[N:18]([CH3:21])[C:19](=[O:20])[C:8]2=3)=[CH:4][CH:3]=1.[OH-:34].[K+].Cl.[Si](C=[N+]=[N-])(C)(C)C.[CH2:44]([OH:46])C. Product: [F:1][C:2]1[CH:3]=[CH:4][C:5]([CH2:6][N:7]2[C:15]3[C:10](=[CH:11][CH:12]=[CH:13][CH:14]=3)[C:9]3[C:16]([C:25]4[CH:26]=[CH:27][C:28]([CH3:31])=[CH:29][CH:30]=4)=[C:17]([CH2:22][C:23]([O:46][CH3:44])=[O:34])[N:18]([CH3:21])[C:19](=[O:20])[C:8]2=3)=[CH:32][CH:33]=1. The catalyst class is: 6. (8) Reactant: [C:1]([O:5][C:6]([N:8](C)[C:9]1[CH:14]=[CH:13][C:12]([CH2:15][CH2:16][O:17]S(C2C=CC(C)=CC=2)(=O)=O)=[CH:11][CH:10]=1)=[O:7])([CH3:4])([CH3:3])[CH3:2].[CH3:29][O:30][C:31](=[O:46])[CH:32]([O:41][CH2:42][CH2:43][O:44][CH3:45])[CH2:33][C:34]1[CH:39]=[CH:38][C:37](O)=[CH:36][CH:35]=1.C(=O)([O-])[O-].[K+].[K+].O. Product: [CH3:29][O:30][C:31](=[O:46])[CH:32]([O:41][CH2:42][CH2:43][O:44][CH3:45])[CH2:33][C:34]1[CH:35]=[CH:36][C:37]([O:17][CH2:16][CH2:15][C:12]2[CH:11]=[CH:10][C:9]([NH:8][C:6]([O:5][C:1]([CH3:2])([CH3:3])[CH3:4])=[O:7])=[CH:14][CH:13]=2)=[CH:38][CH:39]=1. The catalyst class is: 10. (9) Reactant: Cl.[Cl:2][C:3]1[CH:4]=[C:5]2[C:10](=[CH:11][CH:12]=1)[CH:9]=[C:8]([S:13]([N:16]1[CH2:21][CH2:20][N:19]([CH2:22][CH2:23][CH:24]3[CH2:29][CH2:28][NH:27][CH2:26][CH2:25]3)[C:18](=[O:30])[CH2:17]1)(=[O:15])=[O:14])[CH:7]=[CH:6]2.S(O)(O)(=O)=O.CS[C:38](=[NH:40])[NH2:39].CSC(=N)N.C[O-].[Na+]. Product: [C:38]([N:27]1[CH2:28][CH2:29][CH:24]([CH2:23][CH2:22][N:19]2[CH2:20][CH2:21][N:16]([S:13]([C:8]3[CH:7]=[CH:6][C:5]4[C:10](=[CH:11][CH:12]=[C:3]([Cl:2])[CH:4]=4)[CH:9]=3)(=[O:15])=[O:14])[CH2:17][C:18]2=[O:30])[CH2:25][CH2:26]1)(=[NH:39])[NH2:40]. The catalyst class is: 5.